From a dataset of Full USPTO retrosynthesis dataset with 1.9M reactions from patents (1976-2016). Predict the reactants needed to synthesize the given product. (1) Given the product [CH2:10]([O:12][C:13](=[O:22])[CH:14]([N:7]1[CH2:8][CH2:9][N:4]([C:1](=[O:3])[CH3:2])[CH2:5][CH2:6]1)[C:15]1[CH:16]=[N:17][CH:18]=[CH:19][CH:20]=1)[CH3:11], predict the reactants needed to synthesize it. The reactants are: [C:1]([N:4]1[CH2:9][CH2:8][NH:7][CH2:6][CH2:5]1)(=[O:3])[CH3:2].[CH2:10]([O:12][C:13](=[O:22])[CH:14](Br)[C:15]1[CH:16]=[N:17][CH:18]=[CH:19][CH:20]=1)[CH3:11]. (2) Given the product [C:1]([CH:4]1[CH2:9][CH2:8][O:7][CH2:6][CH2:5]1)(=[O:3])[CH3:2], predict the reactants needed to synthesize it. The reactants are: [C:1]([C:4]1(C(OC)=O)[CH2:9][CH2:8][O:7][CH2:6][CH2:5]1)(=[O:3])[CH3:2].OO.[OH-].[Na+].S([O-])([O-])(=O)=O.[Na+].[Na+]. (3) The reactants are: [CH:1]([NH2:14])([C:8]1[CH:13]=[CH:12][CH:11]=[CH:10][CH:9]=1)[C:2]1[CH:7]=[CH:6][CH:5]=[CH:4][CH:3]=1.C(N(CC)CC)C.[Br:22][CH2:23][C:24]1[CH:29]=[CH:28][C:27]([S:30](Cl)(=[O:32])=[O:31])=[CH:26][CH:25]=1.O. Given the product [CH:1]([NH:14][S:30]([C:27]1[CH:26]=[CH:25][C:24]([CH2:23][Br:22])=[CH:29][CH:28]=1)(=[O:31])=[O:32])([C:8]1[CH:9]=[CH:10][CH:11]=[CH:12][CH:13]=1)[C:2]1[CH:7]=[CH:6][CH:5]=[CH:4][CH:3]=1, predict the reactants needed to synthesize it.